Task: Regression. Given a target protein amino acid sequence and a drug SMILES string, predict the binding affinity score between them. We predict pKi (pKi = -log10(Ki in M); higher means stronger inhibition). Dataset: bindingdb_ki.. Dataset: Drug-target binding data from BindingDB using Ki measurements (1) The compound is NCCCCCCCN=C(N)N. The target protein sequence is MVDHVSFIEVNKIRSDDECDADSHNEGDNIEDAKASVFVKSSLIPEKTDVVKGLNFDKEVDLHEFINNYKYMGFQATNLGISIDEINKMIYYKYKDENIKSEPNNENNLNCNNVSEDLNKDQENHLYHYEKKKKSCIIWLSFTSNMISSGLREIFVYLAKNKFIDVVVTTAGGIEEDIIKCFSNTYIGDFNLNGKKLRKKGWNRIGNLIVPNDNYCKFEDWLQPILNKMLHEQNEKNEQMFLKKLEKRKKKYNNNKNKNDNNNDNDNVWGNEKNDQNENQYNQGQESFKKDSNIYTNDVSNKKNHINNYINNYDSDSDDQCDMYYLSPSEFINTLGKEINDESSLIYWCYKNDIPIFCPGLTDGSLGDNLFLHNYGKKIKNNLILDIVKDIKKINSLAMNCEKSGIIILGGGLPKHHVCNANLMRNGADFAVYVNTASEYDGSDSGANTTEALSWGKIKYGQTNNHVKVFGDATILFPLMVLNSFYLYDQKRKKDM. The pKi is 7.0. (2) The small molecule is CN(C)CCC=C1c2ccccc2CCc2ccccc21. The pKi is 7.6. The target is MLLARMKPQVQPELGGADQ.